From a dataset of Forward reaction prediction with 1.9M reactions from USPTO patents (1976-2016). Predict the product of the given reaction. (1) Given the reactants [F:1][C:2]1[CH:3]=[C:4]([OH:17])[CH:5]=[CH:6][C:7]=1[CH2:8][O:9][CH2:10][CH2:11][N:12]1[CH:16]=[CH:15][N:14]=[N:13]1.[H-].[Na+].Cl[CH2:21][C:22]1[N:23]=[C:24]([CH:27]=[CH:28][C:29]2[CH:34]=[CH:33][C:32]([O:35][C:36]([F:39])([F:38])[F:37])=[CH:31][CH:30]=2)[O:25][CH:26]=1.O, predict the reaction product. The product is: [F:1][C:2]1[CH:3]=[C:4]([O:17][CH2:21][C:22]2[N:23]=[C:24](/[CH:27]=[CH:28]/[C:29]3[CH:30]=[CH:31][C:32]([O:35][C:36]([F:39])([F:37])[F:38])=[CH:33][CH:34]=3)[O:25][CH:26]=2)[CH:5]=[CH:6][C:7]=1[CH2:8][O:9][CH2:10][CH2:11][N:12]1[CH:16]=[CH:15][N:14]=[N:13]1. (2) Given the reactants [C:1]([C:5]1[C:9]([CH2:10][CH2:11][CH2:12][OH:13])=[CH:8][N:7]([C:14]2[CH:19]=[CH:18][C:17]([Cl:20])=[CH:16][N:15]=2)[N:6]=1)([CH3:4])([CH3:3])[CH3:2].O[C:22]1[C:27]([CH3:28])=[CH:26][CH:25]=[CH:24][C:23]=1[CH2:29][C:30]([O:32]C)=[O:31].C(P(CCCC)CCCC)CCC.N(C(N1CCCCC1)=O)=NC(N1CCCCC1)=O, predict the reaction product. The product is: [C:1]([C:5]1[C:9]([CH2:10][CH2:11][CH2:12][O:13][C:22]2[C:27]([CH3:28])=[CH:26][CH:25]=[CH:24][C:23]=2[CH2:29][C:30]([OH:32])=[O:31])=[CH:8][N:7]([C:14]2[CH:19]=[CH:18][C:17]([Cl:20])=[CH:16][N:15]=2)[N:6]=1)([CH3:4])([CH3:2])[CH3:3].